Dataset: Full USPTO retrosynthesis dataset with 1.9M reactions from patents (1976-2016). Task: Predict the reactants needed to synthesize the given product. (1) Given the product [Br:1][C:2]1[CH:3]=[C:4]([N:8]([CH2:9][CH2:10][C:11](=[O:12])[C:13]2[CH:14]=[CH:15][CH:16]=[CH:17][CH:18]=2)[C:26](=[O:27])[O:28][CH3:29])[CH:5]=[CH:6][CH:7]=1, predict the reactants needed to synthesize it. The reactants are: [Br:1][C:2]1[CH:3]=[C:4]([NH:8][CH2:9][CH2:10][C:11]([C:13]2[CH:18]=[CH:17][CH:16]=[CH:15][CH:14]=2)=[O:12])[CH:5]=[CH:6][CH:7]=1.C([O-])([O-])=O.[K+].[K+].Cl[C:26]([O:28][CH3:29])=[O:27]. (2) Given the product [ClH:1].[F:2][C:3]1[CH:4]=[C:5]([NH:27][C:28]([NH:30][C:31](=[O:39])[CH2:32][C:33]2[CH:34]=[CH:35][CH:36]=[CH:37][CH:38]=2)=[S:29])[CH:6]=[CH:7][C:8]=1[O:9][C:10]1[CH:15]=[CH:14][N:13]=[C:12]2[CH:16]=[C:17]([C:19]([N:21]3[CH2:23][CH2:24][CH2:25][CH2:26]3)=[O:20])[S:18][C:11]=12, predict the reactants needed to synthesize it. The reactants are: [ClH:1].[F:2][C:3]1[CH:4]=[C:5]([NH:27][C:28]([NH:30][C:31](=[O:39])[CH2:32][C:33]2[CH:38]=[CH:37][CH:36]=[CH:35][CH:34]=2)=[S:29])[CH:6]=[CH:7][C:8]=1[O:9][C:10]1[CH:15]=[CH:14][N:13]=[C:12]2[CH:16]=[C:17]([C:19]([N:21]3[CH2:26][CH2:25][CH2:24][CH2:23]C3)=[O:20])[S:18][C:11]=12.FC1C=C(NC(NC(=O)CC2C=CC=CC=2)=S)C=CC=1OC1C=CN=C2C=C(C(N3CCCCC3)=O)SC=12. (3) Given the product [O:34]1[CH2:39][CH2:38][O:37][C:36]2[CH:40]=[C:41]([C:44]3([CH3:51])[NH:48][C:47](=[O:49])[N:46]([CH2:2][C:3]([N:5]4[CH2:11][CH2:10][CH2:9][N:8]([C:12]5[CH:17]=[CH:16][C:15]([C:18]([OH:27])([C:23]([F:25])([F:26])[F:24])[C:19]([F:21])([F:22])[F:20])=[CH:14][C:13]=5[CH2:31][CH2:32][CH3:33])[CH2:7][CH2:6]4)=[O:4])[C:45]3=[O:50])[CH:42]=[CH:43][C:35]1=2, predict the reactants needed to synthesize it. The reactants are: Br[CH2:2][C:3]([N:5]1[CH2:11][CH2:10][CH2:9][N:8]([C:12]2[CH:17]=[CH:16][C:15]([C:18]([O:27]COC)([C:23]([F:26])([F:25])[F:24])[C:19]([F:22])([F:21])[F:20])=[CH:14][C:13]=2[CH2:31][CH2:32][CH3:33])[CH2:7][CH2:6]1)=[O:4].[O:34]1[CH2:39][CH2:38][O:37][C:36]2[CH:40]=[C:41]([C:44]3([CH3:51])[NH:48][C:47](=[O:49])[NH:46][C:45]3=[O:50])[CH:42]=[CH:43][C:35]1=2. (4) Given the product [C:16]([O:20][C:21]([NH:23][C@@H:24]1[CH2:29][CH2:28][C@H:27]([O:15][C:7]2[CH:6]=[C:5]([O:4][CH2:3][CH2:2][F:1])[CH:14]=[CH:13][C:8]=2[C:9]([O:11][CH3:12])=[O:10])[CH2:26][CH2:25]1)=[O:22])([CH3:19])([CH3:17])[CH3:18], predict the reactants needed to synthesize it. The reactants are: [F:1][CH2:2][CH2:3][O:4][C:5]1[CH:14]=[CH:13][C:8]([C:9]([O:11][CH3:12])=[O:10])=[C:7]([OH:15])[CH:6]=1.[C:16]([O:20][C:21]([NH:23][C@H:24]1[CH2:29][CH2:28][C@H:27](O)[CH2:26][CH2:25]1)=[O:22])([CH3:19])([CH3:18])[CH3:17].C1(P(C2C=CC=CC=2)C2C=CC=CC=2)C=CC=CC=1.N(C(OCC)=O)=NC(OCC)=O. (5) Given the product [CH2:29]([O:9][C:7]([C:3]1[C:20](=[O:27])[NH:21][C:22]2[C:16]([C:17]=1[OH:19])=[CH:26][CH:25]=[CH:24][CH:23]=2)=[O:8])[CH3:30], predict the reactants needed to synthesize it. The reactants are: C([C:3](CC)([C:7]([O-:9])=[O:8])C([O-])=O)C.[H-].[Na+].[H][H].[C:16]12[C:22](=[CH:23][CH:24]=[CH:25][CH:26]=1)[NH:21][C:20](=[O:27])[O:19][C:17]2=O.Cl.[CH3:29][C:30](N(C)C)=O. (6) Given the product [Br:14][C:15]1[CH:22]=[C:21]([F:23])[CH:20]=[CH:19][C:16]=1[CH:17]1[C:26]([C:27]([O:29][CH2:30][CH3:31])=[O:28])=[C:25]([CH3:32])[NH:10][C:9]([C:7]2[S:8][C:4]([C:3]([F:2])([F:12])[F:13])=[CH:5][N:6]=2)=[N:11]1, predict the reactants needed to synthesize it. The reactants are: Cl.[F:2][C:3]([F:13])([F:12])[C:4]1[S:8][C:7]([C:9](=[NH:11])[NH2:10])=[N:6][CH:5]=1.[Br:14][C:15]1[CH:22]=[C:21]([F:23])[CH:20]=[CH:19][C:16]=1[CH:17]=O.O=[C:25]([CH3:32])[CH2:26][C:27]([O:29][CH2:30][CH3:31])=[O:28].